From a dataset of Full USPTO retrosynthesis dataset with 1.9M reactions from patents (1976-2016). Predict the reactants needed to synthesize the given product. (1) Given the product [C:11]([C:13]([C:16]1[CH:17]=[C:18]([CH:33]=[CH:34][CH:35]=1)[C:19]([NH:21][C:22]1[CH:27]=[CH:26][C:25]([C:28]([F:29])([F:31])[F:30])=[C:24]([O:32][C:2]2[CH:7]=[CH:6][C:5]([N+:8]([O-:10])=[O:9])=[CH:4][N:3]=2)[CH:23]=1)=[O:20])([CH3:15])[CH3:14])#[N:12], predict the reactants needed to synthesize it. The reactants are: Cl[C:2]1[CH:7]=[CH:6][C:5]([N+:8]([O-:10])=[O:9])=[CH:4][N:3]=1.[C:11]([C:13]([C:16]1[CH:17]=[C:18]([CH:33]=[CH:34][CH:35]=1)[C:19]([NH:21][C:22]1[CH:27]=[CH:26][C:25]([C:28]([F:31])([F:30])[F:29])=[C:24]([OH:32])[CH:23]=1)=[O:20])([CH3:15])[CH3:14])#[N:12].C(=O)([O-])[O-].[K+].[K+].O. (2) Given the product [F:34][C:32]1[CH:33]=[C:28]([CH:29]=[C:30]([CH2:35][NH:36][C:12]([C:6]2[N:7]([CH3:11])[C:8]3[C:4]([C:5]=2[CH3:15])=[CH:3][C:2]([F:1])=[CH:10][CH:9]=3)=[O:14])[CH:31]=1)[O:27][C:24]1[CH:25]=[CH:26][C:21]([CH2:20][CH2:19][C:18]([OH:38])=[O:17])=[C:22]([CH3:37])[CH:23]=1, predict the reactants needed to synthesize it. The reactants are: [F:1][C:2]1[CH:3]=[C:4]2[C:8](=[CH:9][CH:10]=1)[N:7]([CH3:11])[C:6]([C:12]([OH:14])=O)=[C:5]2[CH3:15].C[O:17][C:18](=[O:38])[CH2:19][CH2:20][C:21]1[CH:26]=[CH:25][C:24]([O:27][C:28]2[CH:33]=[C:32]([F:34])[CH:31]=[C:30]([CH2:35][NH2:36])[CH:29]=2)=[CH:23][C:22]=1[CH3:37]. (3) Given the product [I:1][C:2]1[NH:3][C:4]([C@@H:8]2[CH2:12][C@H:11]([CH3:13])[CH2:10][N:9]2[C:14]([O:16][C:17]([CH3:18])([CH3:20])[CH3:19])=[O:15])=[N:5][CH:6]=1, predict the reactants needed to synthesize it. The reactants are: [I:1][C:2]1[N:3]=[C:4]([C@@H:8]2[CH2:12][C@H:11]([CH3:13])[CH2:10][N:9]2[C:14]([O:16][C:17]([CH3:20])([CH3:19])[CH3:18])=[O:15])[NH:5][C:6]=1I.S([O-])([O-])=O.[Na+].[Na+]. (4) The reactants are: C1([C@H]2[C@H](C3C4C(=CC=CC=4)NC=3)C(=O)NC2=O)C2=C3C(=CC=C2)CCCN3C=1.[CH2:29]([N:32]1[C:40]2[C:35](=[CH:36][CH:37]=[CH:38][C:39]=2[Br:41])[CH:34]=[CH:33]1)[CH:30]=[CH2:31].[C:42](Cl)([C:44](Cl)=[O:45])=[O:43].[CH3:48][O-:49].[Na+]. Given the product [CH3:48][O:49][C:44](=[O:45])[C:42]([C:34]1[C:35]2[C:40](=[C:39]([Br:41])[CH:38]=[CH:37][CH:36]=2)[N:32]([CH2:29][CH:30]=[CH2:31])[CH:33]=1)=[O:43], predict the reactants needed to synthesize it. (5) Given the product [F:37][C:33]1[C:32]([F:38])=[CH:31][CH:36]=[CH:35][C:34]=1[CH2:12][N:11]1[C:6]2[C:7](=[N:8][CH:3]=[CH:4][CH:5]=2)[C:9]([C:19]([NH:20][C@H:21]2[CH2:26][CH2:25][CH2:24][CH2:23][C@@H:22]2[OH:27])=[O:28])=[CH:10]1, predict the reactants needed to synthesize it. The reactants are: C([C:3]1[N:8]=[C:7]2[C:9]([C:19](=[O:28])[NH:20][C@H:21]3[CH2:26][CH2:25][CH2:24][CH2:23][C@@H:22]3[OH:27])=[CH:10][N:11]([C:12](OC(C)(C)C)=O)[C:6]2=[CH:5][CH:4]=1)#N.BrC[C:31]1[CH:36]=[CH:35][CH:34]=[C:33]([F:37])[C:32]=1[F:38].C(=O)([O-])[O-].[Cs+].[Cs+].CN(C=O)C.